Dataset: Full USPTO retrosynthesis dataset with 1.9M reactions from patents (1976-2016). Task: Predict the reactants needed to synthesize the given product. (1) The reactants are: Cl[C:2]1[C:3](=[O:10])[N:4]([CH3:9])[N:5]=[CH:6][C:7]=1[Cl:8].[O-]S([O-])(=S)=O.[Na+].[Na+]. Given the product [Cl:8][C:7]1[CH:6]=[N:5][N:4]([CH3:9])[C:3](=[O:10])[CH:2]=1, predict the reactants needed to synthesize it. (2) The reactants are: [NH2:1][C@@H:2]1[CH2:7][CH2:6][N:5]([C:8]([O:10][C:11]([CH3:14])([CH3:13])[CH3:12])=[O:9])[CH2:4][C@:3]1([OH:19])[C:15]([O:17][CH3:18])=[O:16].Cl.[CH3:21][C:22]1[CH:31]=[C:30]([CH2:32][O:33][C:34]2[CH:39]=[CH:38][C:37]([S:40](Cl)(=[O:42])=[O:41])=[CH:36][CH:35]=2)[C:29]2[C:24](=[CH:25][CH:26]=[CH:27][CH:28]=2)[N:23]=1.C([O-])(O)=O.[Na+]. Given the product [OH:19][C@@:3]1([C:15]([O:17][CH3:18])=[O:16])[C@H:2]([NH:1][S:40]([C:37]2[CH:38]=[CH:39][C:34]([O:33][CH2:32][C:30]3[C:29]4[C:24](=[CH:25][CH:26]=[CH:27][CH:28]=4)[N:23]=[C:22]([CH3:21])[CH:31]=3)=[CH:35][CH:36]=2)(=[O:41])=[O:42])[CH2:7][CH2:6][N:5]([C:8]([O:10][C:11]([CH3:12])([CH3:13])[CH3:14])=[O:9])[CH2:4]1, predict the reactants needed to synthesize it. (3) Given the product [C:35](/[C:36](/[CH3:37])=[C:26](\[O-:28])/[C:25]([O:32][CH2:33][CH3:34])=[O:31])#[N:38].[K+:6], predict the reactants needed to synthesize it. The reactants are: CC([O-])(C)C.[K+:6].C1OCCOCCOCCOCCOCCOC1.[C:25]([O:32][CH2:33][CH3:34])(=[O:31])[C:26]([O:28]CC)=O.[C:35](#[N:38])[CH2:36][CH3:37]. (4) Given the product [C:10]1([C:5]2([CH2:4][CH2:3][CH2:2][N:20]3[C:16](=[O:26])[C:17]4[C:18](=[CH:22][CH:23]=[CH:24][CH:25]=4)[C:19]3=[O:21])[O:9][CH2:8][CH2:7][O:6]2)[CH:15]=[CH:14][CH:13]=[CH:12][CH:11]=1, predict the reactants needed to synthesize it. The reactants are: Cl[CH2:2][CH2:3][CH2:4][C:5]1([C:10]2[CH:15]=[CH:14][CH:13]=[CH:12][CH:11]=2)[O:9][CH2:8][CH2:7][O:6]1.[C:16]1(=[O:26])[NH:20][C:19](=[O:21])[C:18]2=[CH:22][CH:23]=[CH:24][CH:25]=[C:17]12.[K].CN(C=O)C. (5) Given the product [OH:8][C:5]1[CH:6]=[CH:7][C:2]2[NH:1][C:17](=[O:18])[CH2:16][O:9][C:3]=2[CH:4]=1, predict the reactants needed to synthesize it. The reactants are: [NH2:1][C:2]1[CH:7]=[CH:6][C:5]([OH:8])=[CH:4][C:3]=1[OH:9].C(=O)(O)[O-].[Na+].Cl[CH2:16][C:17](Cl)=[O:18].[OH-].[Na+].Cl(O)(=O)=O.